From a dataset of Forward reaction prediction with 1.9M reactions from USPTO patents (1976-2016). Predict the product of the given reaction. (1) Given the reactants [H-].[Na+].[CH3:3][N:4]1[C:8]2[NH:9][C:10](=[O:13])[CH:11]=[CH:12][C:7]=2[C:6]([C:14]2[CH:19]=[CH:18][CH:17]=[CH:16][CH:15]=2)=[N:5]1.Br[CH2:21][C:22]([O:24][CH2:25][CH3:26])=[O:23], predict the reaction product. The product is: [CH3:3][N:4]1[C:8]2=[N:9][C:10]([O:13][CH2:21][C:22]([O:24][CH2:25][CH3:26])=[O:23])=[CH:11][CH:12]=[C:7]2[C:6]([C:14]2[CH:19]=[CH:18][CH:17]=[CH:16][CH:15]=2)=[N:5]1. (2) Given the reactants [NH2:1][C:2]1[CH:3]=[CH:4][C:5]([O:8][C:9]2[C:10]([CH3:24])=[N:11][N:12]([C:15]3[CH:22]=[CH:21][C:18]([C:19]#[N:20])=[C:17]([Cl:23])[CH:16]=3)[C:13]=2[CH3:14])=[N:6][CH:7]=1.[CH3:25][C:26]([CH3:31])([CH3:30])[C:27](Cl)=[O:28].C(N(CC)CC)C.[Cl-].[NH4+], predict the reaction product. The product is: [Cl:23][C:17]1[CH:16]=[C:15]([N:12]2[C:13]([CH3:14])=[C:9]([O:8][C:5]3[N:6]=[CH:7][C:2]([NH:1][C:27](=[O:28])[C:26]([CH3:31])([CH3:30])[CH3:25])=[CH:3][CH:4]=3)[C:10]([CH3:24])=[N:11]2)[CH:22]=[CH:21][C:18]=1[C:19]#[N:20]. (3) The product is: [C:40]([NH:39][C:37]1[S:38][C:34]2[C:33]([C:45]#[N:46])=[C:32]([O:31][C:30]3[CH:29]=[C:28]([NH:27][C:6](=[O:8])[C:5]4[CH:9]=[CH:10][C:2]([Cl:1])=[C:3]([C:11]([C:14]#[N:15])([CH3:13])[CH3:12])[CH:4]=4)[CH:49]=[CH:48][CH:47]=3)[CH:44]=[CH:43][C:35]=2[N:36]=1)(=[O:42])[CH3:41]. Given the reactants [Cl:1][C:2]1[CH:10]=[CH:9][C:5]([C:6]([OH:8])=O)=[CH:4][C:3]=1[C:11]([C:14]#[N:15])([CH3:13])[CH3:12].C(Cl)(=O)C(Cl)=O.CN(C)C=O.[NH2:27][C:28]1[CH:29]=[C:30]([CH:47]=[CH:48][CH:49]=1)[O:31][C:32]1[CH:44]=[CH:43][C:35]2[N:36]=[C:37]([NH:39][C:40](=[O:42])[CH3:41])[S:38][C:34]=2[C:33]=1[C:45]#[N:46], predict the reaction product. (4) Given the reactants [CH2:1]([N:3]1[C:7]2=[N:8][C:9]([CH2:48][CH3:49])=[C:10]([CH2:19][NH:20][C:21]([C:23]3[CH:28]=[CH:27][CH:26]=[C:25]([C:29]([NH:31][CH2:32][C:33]4[CH:34]=[C:35]([C:40]5[CH:45]=[CH:44][CH:43]=[C:42]([CH:46]=O)[CH:41]=5)[CH:36]=[CH:37][C:38]=4[CH3:39])=[O:30])[CH:24]=3)=[O:22])[C:11]([NH:12][CH:13]3[CH2:18][CH2:17][O:16][CH2:15][CH2:14]3)=[C:6]2[CH:5]=[N:4]1)[CH3:2].[N:50]1(C(OC(C)(C)C)=O)[CH2:56][CH2:55][CH2:54][NH:53][CH2:52][CH2:51]1.CC(O)=O.[BH-](OC(C)=O)(OC(C)=O)OC(C)=O.[Na+], predict the reaction product. The product is: [CH2:1]([N:3]1[C:7]2=[N:8][C:9]([CH2:48][CH3:49])=[C:10]([CH2:19][NH:20][C:21]([C:23]3[CH:28]=[CH:27][CH:26]=[C:25]([C:29]([NH:31][CH2:32][C:33]4[CH:34]=[C:35]([C:40]5[CH:45]=[CH:44][CH:43]=[C:42]([CH2:46][N:50]6[CH2:56][CH2:55][CH2:54][NH:53][CH2:52][CH2:51]6)[CH:41]=5)[CH:36]=[CH:37][C:38]=4[CH3:39])=[O:30])[CH:24]=3)=[O:22])[C:11]([NH:12][CH:13]3[CH2:18][CH2:17][O:16][CH2:15][CH2:14]3)=[C:6]2[CH:5]=[N:4]1)[CH3:2]. (5) Given the reactants [OH-:1].[Na+].Cl.[NH2:4]O.[CH3:6][O:7][C:8]([C:10]1[C:15]2[N:16]([CH2:22][C:23]3[CH:28]=[CH:27][C:26]([C:29]4[CH:34]=[CH:33][CH:32]=[CH:31][C:30]=4[C:35]#[N:36])=[CH:25][CH:24]=3)[C:17]([O:19][CH2:20][CH3:21])=[N:18][C:14]=2[CH:13]=[CH:12][CH:11]=1)=[O:9].Cl, predict the reaction product. The product is: [CH2:20]([O:19][C:17]1[N:16]([CH2:22][C:23]2[CH:28]=[CH:27][C:26]([C:29]3[CH:34]=[CH:33][CH:32]=[CH:31][C:30]=3[C:35](=[N:4][OH:1])[NH2:36])=[CH:25][CH:24]=2)[C:15]2[C:10]([C:8]([O:7][CH3:6])=[O:9])=[CH:11][CH:12]=[CH:13][C:14]=2[N:18]=1)[CH3:21]. (6) Given the reactants [Cl:1][C:2]1[CH:7]=[C:6]([Cl:8])[CH:5]=[CH:4][C:3]=1[CH2:9][C:10]#[N:11].[CH3:12][CH2:13]OCC.B(F)(F)F.CCOCC.[OH-].[Na+], predict the reaction product. The product is: [Cl:1][C:2]1[CH:7]=[C:6]([Cl:8])[CH:5]=[CH:4][C:3]=1[CH2:9][C:10]1([NH2:11])[CH2:13][CH2:12]1. (7) Given the reactants [C:1]1([CH3:11])[C:2]([C:7]([O:9][CH3:10])=[O:8])=[CH:3][CH:4]=[CH:5][CH:6]=1.[Br:12]N1C(=O)CCC1=O.C(OOC(=O)C1C=CC=CC=1)(=O)C1C=CC=CC=1, predict the reaction product. The product is: [Br:12][CH2:11][C:1]1[C:2]([C:7]([O:9][CH3:10])=[O:8])=[CH:3][CH:4]=[CH:5][CH:6]=1.